Dataset: Full USPTO retrosynthesis dataset with 1.9M reactions from patents (1976-2016). Task: Predict the reactants needed to synthesize the given product. (1) The reactants are: Cl[C:2]1[C:3]2[S:10][C:9]([CH3:11])=[CH:8][C:4]=2[N:5]=[CH:6][N:7]=1.[CH3:12][C:13]1[CH:18]=[CH:17][C:16]([S:19]([NH:22][C:23]2[CH:28]=[CH:27][C:26](B3OC(C)(C)C(C)(C)O3)=[CH:25][CH:24]=2)(=[O:21])=[O:20])=[CH:15][CH:14]=1.C(=O)([O-])[O-].[K+].[K+]. Given the product [CH3:12][C:13]1[CH:14]=[CH:15][C:16]([S:19]([NH:22][C:23]2[CH:24]=[CH:25][C:26]([C:2]3[C:3]4[S:10][C:9]([CH3:11])=[CH:8][C:4]=4[N:5]=[CH:6][N:7]=3)=[CH:27][CH:28]=2)(=[O:21])=[O:20])=[CH:17][CH:18]=1, predict the reactants needed to synthesize it. (2) Given the product [Cl:17][C:14]1[CH:15]=[CH:16][C:11]2[S:10][C:5]3[CH:6]=[CH:7][CH:8]=[CH:9][C:4]=3[C:3](=[O:2])[NH:18][C:12]=2[CH:13]=1, predict the reactants needed to synthesize it. The reactants are: C[O:2][C:3](=O)[C:4]1[CH:9]=[CH:8][CH:7]=[CH:6][C:5]=1[S:10][C:11]1[CH:16]=[CH:15][C:14]([Cl:17])=[CH:13][C:12]=1[NH2:18].C[Al](C)C.O.Cl. (3) Given the product [CH3:26][O:27][C:28](=[O:40])[C@@H:29]([NH:39][C:6](=[O:8])[C:5]1[CH:9]=[CH:10][C:2]([I:1])=[CH:3][C:4]=1[NH:11][S:12]([C:15]1[C:16]2[N:17]=[CH:18][CH:19]=[N:20][C:21]=2[CH:22]=[CH:23][CH:24]=1)(=[O:14])=[O:13])[CH2:30][C:31]1[CH:36]=[CH:35][C:34]([F:37])=[C:33]([Br:38])[CH:32]=1, predict the reactants needed to synthesize it. The reactants are: [I:1][C:2]1[CH:10]=[CH:9][C:5]([C:6]([OH:8])=O)=[C:4]([NH:11][S:12]([C:15]2[C:16]3[N:17]=[CH:18][CH:19]=[N:20][C:21]=3[CH:22]=[CH:23][CH:24]=2)(=[O:14])=[O:13])[CH:3]=1.Cl.[CH3:26][O:27][C:28](=[O:40])[C@@H:29]([NH2:39])[CH2:30][C:31]1[CH:36]=[CH:35][C:34]([F:37])=[C:33]([Br:38])[CH:32]=1. (4) The reactants are: [CH:1]1([C:6]([N:8]2[CH2:13][CH:12]([C:14]3[CH:19]=[CH:18][C:17]([CH2:20][CH3:21])=[CH:16][CH:15]=3)[CH2:11][CH:10]([C:22](O)=[O:23])[CH2:9]2)=[O:7])[CH2:5][CH2:4][CH2:3][CH2:2]1.O[N:26]=[C:27]([C:29]1[N:30]=[C:31]([CH3:34])[S:32][CH:33]=1)[NH2:28]. Given the product [CH:1]1([C:6]([N:8]2[CH2:9][CH:10]([C:22]3[O:23][N:28]=[C:27]([C:29]4[N:30]=[C:31]([CH3:34])[S:32][CH:33]=4)[N:26]=3)[CH2:11][CH:12]([C:14]3[CH:15]=[CH:16][C:17]([CH2:20][CH3:21])=[CH:18][CH:19]=3)[CH2:13]2)=[O:7])[CH2:5][CH2:4][CH2:3][CH2:2]1, predict the reactants needed to synthesize it. (5) Given the product [I:1][C:2]1[C:10]2[C:5](=[N:6][CH:7]=[N:8][C:9]=2[NH2:11])[N:4]([CH:18]([CH3:20])[CH3:19])[N:3]=1, predict the reactants needed to synthesize it. The reactants are: [I:1][C:2]1[C:10]2[C:5](=[N:6][CH:7]=[N:8][C:9]=2[NH2:11])[NH:4][N:3]=1.C([O-])([O-])=O.[K+].[K+].[CH:18](Br)([CH3:20])[CH3:19].